The task is: Predict the product of the given reaction.. This data is from Forward reaction prediction with 1.9M reactions from USPTO patents (1976-2016). (1) Given the reactants [NH2:1][C:2]1[CH:7]=[CH:6][C:5]([N:8]2[CH2:14][CH2:13][CH2:12][CH2:11][O:10][C:9]2=[O:15])=[C:4]([CH3:16])[CH:3]=1.[N+:17]([C:20](=[CH2:26])[CH2:21][C:22](OC)=[O:23])([O-:19])=[O:18].C(O)(C(F)(F)F)=O, predict the reaction product. The product is: [CH3:16][C:4]1[CH:3]=[C:2]([N:1]2[CH2:26][CH:20]([N+:17]([O-:19])=[O:18])[CH2:21][C:22]2=[O:23])[CH:7]=[CH:6][C:5]=1[N:8]1[CH2:14][CH2:13][CH2:12][CH2:11][O:10][C:9]1=[O:15]. (2) Given the reactants FC(F)(F)C1C=C(NC(=O)NC2C=CC(C3SC(CCC(OC)=O)=NC=3)=CC=2)C=CC=1.[NH2:32][C:33]1[CH:38]=[CH:37][C:36]([C:39]2[S:43][C:42]([CH:44]3[CH2:49][CH2:48][N:47]([C:50]([O:52][C:53]([CH3:56])([CH3:55])[CH3:54])=[O:51])[CH2:46][CH2:45]3)=[N:41][CH:40]=2)=[CH:35][CH:34]=1.[Cl:57][C:58]1[CH:63]=[CH:62][CH:61]=[CH:60][C:59]=1[N:64]=[C:65]=[O:66], predict the reaction product. The product is: [Cl:57][C:58]1[CH:63]=[CH:62][CH:61]=[CH:60][C:59]=1[NH:64][C:65](=[O:66])[NH:32][C:33]1[CH:34]=[CH:35][C:36]([C:39]2[S:43][C:42]([CH:44]3[CH2:45][CH2:46][N:47]([C:50]([O:52][C:53]([CH3:56])([CH3:55])[CH3:54])=[O:51])[CH2:48][CH2:49]3)=[N:41][CH:40]=2)=[CH:37][CH:38]=1. (3) Given the reactants Cl.[CH2:2]1[C@@H:6]2[CH2:7][NH:8][CH2:9][C@@H:5]2[CH2:4][N:3]1[C:10]([O:12][CH2:13][C:14]1[CH:19]=[C:18]([Cl:20])[CH:17]=[C:16]([Cl:21])[CH:15]=1)=[O:11].N1C=CC=CC=1.[O:28]=[C:29]1[NH:33][C:32]2[CH:34]=[CH:35][C:36]([S:38](Cl)(=[O:40])=[O:39])=[CH:37][C:31]=2[O:30]1.C(OCC)(=O)C.CCCCCCC, predict the reaction product. The product is: [O:28]=[C:29]1[NH:33][C:32]2[CH:34]=[CH:35][C:36]([S:38]([N:8]3[CH2:7][C@H:6]4[CH2:2][N:3]([C:10]([O:12][CH2:13][C:14]5[CH:19]=[C:18]([Cl:20])[CH:17]=[C:16]([Cl:21])[CH:15]=5)=[O:11])[CH2:4][C@H:5]4[CH2:9]3)(=[O:40])=[O:39])=[CH:37][C:31]=2[O:30]1. (4) Given the reactants [Br:1][C:2]1[CH:3]=[C:4]([C:8]2[CH:13]=[C:12]([C:14]([NH:17]C(=O)C)([CH3:16])[CH3:15])[N:11]=[C:10]([C:21]3[CH:26]=[CH:25][CH:24]=[CH:23][N:22]=3)[CH:9]=2)[CH:5]=[N:6][CH:7]=1.Cl.[OH-].[Na+], predict the reaction product. The product is: [Br:1][C:2]1[CH:3]=[C:4]([C:8]2[CH:13]=[C:12]([C:14]([NH2:17])([CH3:15])[CH3:16])[N:11]=[C:10]([C:21]3[CH:26]=[CH:25][CH:24]=[CH:23][N:22]=3)[CH:9]=2)[CH:5]=[N:6][CH:7]=1. (5) Given the reactants [CH3:1][OH:2].[H-].[Na+].Cl[C:6]1[C:11]([N+:12]([O-:14])=[O:13])=[CH:10][CH:9]=[C:8]([Cl:15])[N:7]=1, predict the reaction product. The product is: [Cl:15][C:8]1[N:7]=[C:6]([O:2][CH3:1])[C:11]([N+:12]([O-:14])=[O:13])=[CH:10][CH:9]=1. (6) Given the reactants F[C:2]1[CH:3]=[CH:4][C:5]([O:18][CH3:19])=[C:6]([CH:8]([OH:17])[C:9]#[C:10][C:11]2[CH:16]=[CH:15][CH:14]=[CH:13][CH:12]=2)[CH:7]=1.COC1C(C=O)=CC=C2C=1[CH:24]=[N:25][N:26]2[CH2:33][O:34][CH2:35][CH2:36][Si:37]([CH3:40])([CH3:39])[CH3:38], predict the reaction product. The product is: [CH3:19][O:18][C:5]1[C:6]([CH:8]([OH:17])[C:9]#[C:10][C:11]2[CH:16]=[CH:15][CH:14]=[CH:13][CH:12]=2)=[CH:7][CH:2]=[C:3]2[C:4]=1[CH:24]=[N:25][N:26]2[CH2:33][O:34][CH2:35][CH2:36][Si:37]([CH3:40])([CH3:39])[CH3:38]. (7) Given the reactants C([Li])CCC.[Cl-].[CH3:7][O:8][CH2:9][CH2:10][CH2:11][N:12]1[C:17]2[CH:18]=[C:19]([CH2:22][P+](C3C=CC=CC=3)(C3C=CC=CC=3)C3C=CC=CC=3)[CH:20]=[CH:21][C:16]=2[O:15][CH2:14][C:13]1=[O:42].[CH:43]([C@@H:45]1[C@@H:50]([C:51]2[CH:60]=[CH:59][C:54]([C:55]([O:57][CH3:58])=[O:56])=[CH:53][CH:52]=2)[C@H:49]([O:61][Si:62]([CH:69]([CH3:71])[CH3:70])([CH:66]([CH3:68])[CH3:67])[CH:63]([CH3:65])[CH3:64])[CH2:48][N:47]([S:72]([C:75]2[CH:80]=[CH:79][C:78]([CH3:81])=[CH:77][CH:76]=2)(=[O:74])=[O:73])[CH2:46]1)=O.[Cl-].[NH4+], predict the reaction product. The product is: [CH3:7][O:8][CH2:9][CH2:10][CH2:11][N:12]1[C:17]2[CH:18]=[C:19]([CH:22]=[CH:43][C@@H:45]3[C@@H:50]([C:51]4[CH:52]=[CH:53][C:54]([C:55]([O:57][CH3:58])=[O:56])=[CH:59][CH:60]=4)[C@H:49]([O:61][Si:62]([CH:63]([CH3:64])[CH3:65])([CH:66]([CH3:67])[CH3:68])[CH:69]([CH3:70])[CH3:71])[CH2:48][N:47]([S:72]([C:75]4[CH:80]=[CH:79][C:78]([CH3:81])=[CH:77][CH:76]=4)(=[O:74])=[O:73])[CH2:46]3)[CH:20]=[CH:21][C:16]=2[O:15][CH2:14][C:13]1=[O:42].